This data is from Catalyst prediction with 721,799 reactions and 888 catalyst types from USPTO. The task is: Predict which catalyst facilitates the given reaction. (1) Reactant: [Li+].CC([N-]C(C)C)C.[CH:9]([N:12]1[CH:16]=[CH:15][CH:14]=[N:13]1)([CH3:11])[CH3:10].[CH2:17]([Sn:21](Cl)([CH2:26][CH2:27][CH2:28][CH3:29])[CH2:22][CH2:23][CH2:24][CH3:25])[CH2:18][CH2:19][CH3:20]. Product: [CH:9]([N:12]1[C:16]([Sn:21]([CH2:22][CH2:23][CH2:24][CH3:25])([CH2:26][CH2:27][CH2:28][CH3:29])[CH2:17][CH2:18][CH2:19][CH3:20])=[CH:15][CH:14]=[N:13]1)([CH3:11])[CH3:10]. The catalyst class is: 1. (2) Reactant: [Si]([O:8][CH2:9][C@H:10]([NH:17][C:18]([C:20]1[N:24]2[CH:25]=[C:26]([C:38]([O:40][CH2:41][CH3:42])=[O:39])[CH:27]=[C:28]([O:29][CH2:30][C:31]3[CH:36]=[CH:35][CH:34]=[CH:33][C:32]=3[F:37])[C:23]2=[N:22][C:21]=1[CH3:43])=[O:19])[C:11]1[CH:16]=[CH:15][CH:14]=[CH:13][CH:12]=1)(C(C)(C)C)(C)C.[F-].C([N+](CCCC)(CCCC)CCCC)CCC.C1COCC1.O.C(OCC)(=O)C. Product: [F:37][C:32]1[CH:33]=[CH:34][CH:35]=[CH:36][C:31]=1[CH2:30][O:29][C:28]1[C:23]2[N:24]([C:20]([C:18](=[O:19])[NH:17][C@H:10]([C:11]3[CH:12]=[CH:13][CH:14]=[CH:15][CH:16]=3)[CH2:9][OH:8])=[C:21]([CH3:43])[N:22]=2)[CH:25]=[C:26]([C:38]([O:40][CH2:41][CH3:42])=[O:39])[CH:27]=1. The catalyst class is: 1. (3) Reactant: [N+:1]([C:4]1[CH:5]=[CH:6][C:7]2[O:11][C:10]([C:12]([OH:14])=[O:13])=[CH:9][C:8]=2[CH:15]=1)([O-:3])=[O:2].[CH3:16]N(C=O)C.C(Cl)(C(Cl)=O)=O.N1C=CC=CC=1. Product: [CH3:16][O:13][C:12]([C:10]1[O:11][C:7]2[CH:6]=[CH:5][C:4]([N+:1]([O-:3])=[O:2])=[CH:15][C:8]=2[CH:9]=1)=[O:14]. The catalyst class is: 61. (4) Reactant: [NH2:1][C:2]1[NH:6][N:5]=[CH:4][C:3]=1[C:7]#[N:8].CC1C=CC(S(O)(=O)=O)=CC=1.[O:20]1[C:24]2[CH:25]=[CH:26][C:27]([C:29](=O)[CH2:30][C:31](OCC)=[O:32])=[CH:28][C:23]=2[O:22][CH2:21]1. Product: [O:20]1[C:24]2[CH:25]=[CH:26][C:27]([C:29]3[NH:1][C:2]4[N:6]([N:5]=[CH:4][C:3]=4[C:7]#[N:8])[C:31](=[O:32])[CH:30]=3)=[CH:28][C:23]=2[O:22][CH2:21]1. The catalyst class is: 114. (5) Reactant: [O:1]=[C:2]1[NH:17][C:6]2[N:7]=[C:8]([O:11][CH2:12][CH2:13][CH2:14][CH:15]=O)[N:9]=[CH:10][C:5]=2[CH:4]=[CH:3]1.Cl.[Cl:19][C:20]1[C:25]([Cl:26])=[CH:24][CH:23]=[CH:22][C:21]=1[N:27]1[CH2:32][CH2:31][NH:30][CH2:29][CH2:28]1.CCN(CC)CC.[BH-](OC(C)=O)(OC(C)=O)OC(C)=O.[Na+]. Product: [Cl:19][C:20]1[C:25]([Cl:26])=[CH:24][CH:23]=[CH:22][C:21]=1[N:27]1[CH2:32][CH2:31][N:30]([CH2:15][CH2:14][CH2:13][CH2:12][O:11][C:8]2[N:9]=[CH:10][C:5]3[CH:4]=[CH:3][C:2](=[O:1])[NH:17][C:6]=3[N:7]=2)[CH2:29][CH2:28]1. The catalyst class is: 68. (6) Reactant: CO[CH:3](OC)[CH2:4][N:5]([CH2:12][CH2:13][C:14]1[CH:19]=[C:18]([O:20][CH3:21])[CH:17]=[CH:16][C:15]=1[F:22])[C:6](=[O:11])[C:7]([F:10])([F:9])[F:8].O=P12OP3(OP(OP(O3)(O1)=O)(=O)O2)=O.O. Product: [F:22][C:15]1[C:14]2[CH2:13][CH2:12][N:5]([C:6](=[O:11])[C:7]([F:10])([F:9])[F:8])[CH:4]=[CH:3][C:19]=2[C:18]([O:20][CH3:21])=[CH:17][CH:16]=1. The catalyst class is: 159. (7) Reactant: [CH3:1][O:2][C:3]1[C:8]([N:9]2[CH2:13][CH2:12][O:11]C2=O)=[CH:7][C:6]([CH3:15])=[CH:5][C:4]=1[N:16]1[CH2:20][CH2:19][O:18]C1=O. Product: [OH:11][CH2:12][CH2:13][NH:9][C:8]1[CH:7]=[C:6]([CH3:15])[CH:5]=[C:4]([NH:16][CH2:20][CH2:19][OH:18])[C:3]=1[O:2][CH3:1]. The catalyst class is: 500.